From a dataset of Forward reaction prediction with 1.9M reactions from USPTO patents (1976-2016). Predict the product of the given reaction. (1) Given the reactants [NH2:1][C:2]1[C:3]2[C:10]([C:11]3[CH:16]=[CH:15][CH:14]=[C:13]([O:17][CH2:18][C:19]4[CH:24]=[CH:23][CH:22]=[CH:21][CH:20]=4)[CH:12]=3)=[CH:9][N:8]([C@H:25]3[CH2:30][CH2:29][C@H:28](OS(C4C=CC(C)=CC=4)(=O)=O)[CH2:27][CH2:26]3)[C:4]=2[N:5]=[CH:6][N:7]=1.[NH:42]1[CH2:47][CH2:46][CH2:45][CH2:44][CH2:43]1, predict the reaction product. The product is: [CH2:18]([O:17][C:13]1[CH:12]=[C:11]([C:10]2[C:3]3[C:2]([NH2:1])=[N:7][CH:6]=[N:5][C:4]=3[N:8]([C@H:25]3[CH2:26][CH2:27][C@@H:28]([N:42]4[CH2:47][CH2:46][CH2:45][CH2:44][CH2:43]4)[CH2:29][CH2:30]3)[CH:9]=2)[CH:16]=[CH:15][CH:14]=1)[C:19]1[CH:24]=[CH:23][CH:22]=[CH:21][CH:20]=1. (2) Given the reactants [Cl:1][C:2]1[CH:7]=[CH:6][C:5]([C:8]2([OH:16])[CH2:13][CH2:12][NH:11][CH2:10][C:9]2([CH3:15])[CH3:14])=[CH:4][CH:3]=1.[C:17](O)(=[O:20])[CH2:18][CH3:19].[F:22][C:23]1[CH:36]=[CH:35][C:26]([CH2:27][CH:28]2[CH2:34][NH:33][CH2:32][CH2:31][CH2:30][O:29]2)=[CH:25][CH:24]=1.CCN=C=NCCCN(C)C.C1C=CC2N(O)N=NC=2C=1.CCN(C(C)C)C(C)C, predict the reaction product. The product is: [Cl:1][C:2]1[CH:7]=[CH:6][C:5]([C:8]2([OH:16])[CH2:13][CH2:12][N:11]([CH2:19][CH2:18][C:17]([N:33]3[CH2:32][CH2:31][CH2:30][O:29][CH:28]([CH2:27][C:26]4[CH:25]=[CH:24][C:23]([F:22])=[CH:36][CH:35]=4)[CH2:34]3)=[O:20])[CH2:10][C:9]2([CH3:14])[CH3:15])=[CH:4][CH:3]=1. (3) Given the reactants [NH2:1][C@@H:2]([C:11]1[CH:16]=[CH:15][CH:14]=[C:13]([F:17])[CH:12]=1)[CH2:3][C:4]([O:6]C(C)(C)C)=[O:5].C(O)(C(F)(F)F)=O, predict the reaction product. The product is: [NH2:1][C@@H:2]([C:11]1[CH:16]=[CH:15][CH:14]=[C:13]([F:17])[CH:12]=1)[CH2:3][C:4]([OH:6])=[O:5]. (4) Given the reactants [F:1][C:2]1[CH:7]=[CH:6][C:5]([C:8]2[C:17]3[C:12](=[N:13][C:14]([C:18]([F:21])([F:20])[F:19])=[CH:15][CH:16]=3)[N:11]=[CH:10][CH:9]=2)=[CH:4][C:3]=1OS(C(F)(F)F)(=O)=O.[C:30]([NH:33][C:34]1[CH:35]=[C:36](B(O)O)[CH:37]=[CH:38][CH:39]=1)(=[O:32])[CH3:31], predict the reaction product. The product is: [F:1][C:2]1[CH:3]=[CH:4][C:5]([C:8]2[C:17]3[C:12](=[N:13][C:14]([C:18]([F:20])([F:19])[F:21])=[CH:15][CH:16]=3)[N:11]=[CH:10][CH:9]=2)=[CH:6][C:7]=1[C:36]1[CH:37]=[CH:38][CH:39]=[C:34]([NH:33][C:30](=[O:32])[CH3:31])[CH:35]=1. (5) Given the reactants [CH2:1]([C:5]1[N:9]([C:10]2[N:15]=[C:14]([C:16]3[S:17][CH:18]=[CH:19][CH:20]=3)[C:13]([CH3:21])=[CH:12][N:11]=2)[N:8]=[CH:7][C:6]=1[CH2:22][NH2:23])[CH2:2][CH2:3][CH3:4].[CH3:24][N:25]1[C:29]([S:30](Cl)(=[O:32])=[O:31])=[CH:28][N:27]=[C:26]1[CH3:34].C(N(C(C)C)CC)(C)C, predict the reaction product. The product is: [CH2:1]([C:5]1[N:9]([C:10]2[N:15]=[C:14]([C:16]3[S:17][CH:18]=[CH:19][CH:20]=3)[C:13]([CH3:21])=[CH:12][N:11]=2)[N:8]=[CH:7][C:6]=1[CH2:22][NH:23][S:30]([C:29]1[N:25]([CH3:24])[C:26]([CH3:34])=[N:27][CH:28]=1)(=[O:32])=[O:31])[CH2:2][CH2:3][CH3:4]. (6) Given the reactants [C:1]([O:5][C:6]([N:8]1[CH2:13][CH2:12][C:11](=[O:14])[C:10]([CH3:16])([CH3:15])[CH2:9]1)=[O:7])([CH3:4])([CH3:3])[CH3:2].[Cl:17][C:18]1[CH:23]=[CH:22][C:21]([Mg]Br)=[CH:20][CH:19]=1, predict the reaction product. The product is: [C:1]([O:5][C:6]([N:8]1[CH2:13][CH2:12][C:11]([C:21]2[CH:22]=[CH:23][C:18]([Cl:17])=[CH:19][CH:20]=2)([OH:14])[C:10]([CH3:16])([CH3:15])[CH2:9]1)=[O:7])([CH3:4])([CH3:2])[CH3:3]. (7) The product is: [Cl:1][C:2]1[CH:7]=[CH:6][C:5]([CH:8]2[CH:12]([C:13]3[CH:18]=[CH:17][C:16]([Cl:19])=[CH:15][CH:14]=3)[N:11]([C:33]([Cl:35])=[O:34])[C:10]([C:20]3[C:21]([O:30][CH2:31][CH3:32])=[N:22][C:23]([C:26]([F:27])([F:29])[F:28])=[N:24][CH:25]=3)=[N:9]2)=[CH:4][CH:3]=1. Given the reactants [Cl:1][C:2]1[CH:7]=[CH:6][C:5]([CH:8]2[CH:12]([C:13]3[CH:18]=[CH:17][C:16]([Cl:19])=[CH:15][CH:14]=3)[NH:11][C:10]([C:20]3[C:21]([O:30][CH2:31][CH3:32])=[N:22][C:23]([C:26]([F:29])([F:28])[F:27])=[N:24][CH:25]=3)=[N:9]2)=[CH:4][CH:3]=1.[C:33](Cl)([Cl:35])=[O:34], predict the reaction product. (8) The product is: [Br:7][C:5]1[N:6]=[C:2]([C:23]2[CH:28]=[CH:27][N:26]=[C:25]([NH:29][C:30](=[O:32])[CH3:31])[CH:24]=2)[S:3][C:4]=1[C:8]1[N:12]=[CH:11][N:10]([CH2:13][O:14][CH2:15][CH2:16][Si:17]([CH3:20])([CH3:19])[CH3:18])[N:9]=1. Given the reactants Br[C:2]1[S:3][C:4]([C:8]2[N:12]=[CH:11][N:10]([CH2:13][O:14][CH2:15][CH2:16][Si:17]([CH3:20])([CH3:19])[CH3:18])[N:9]=2)=[C:5]([Br:7])[N:6]=1.C[Sn](C)(C)[C:23]1[CH:28]=[CH:27][N:26]=[C:25]([NH:29][C:30](=[O:32])[CH3:31])[CH:24]=1.[Cl-].[Li+], predict the reaction product. (9) Given the reactants O.[NH:2]1[CH:9]=[CH:8][C:6](N)=[N:5][C:3]1=[O:4].[OH-].[Mg+2].[OH-].[C@@H:13]1([N:21]2[CH:28]=[CH:27][C:25](N)=[N:24][C:22]2=[O:23])[O:20][C@H:17]([CH2:18][OH:19])[C@@H:15]([OH:16])[CH2:14]1, predict the reaction product. The product is: [NH:2]1[CH:9]=[CH:8][C:6](=[O:16])[NH:5][C:3]1=[O:4].[C@@H:13]1([N:21]2[CH:28]=[CH:27][C:25](=[O:4])[NH:24][C:22]2=[O:23])[O:20][C@H:17]([CH2:18][OH:19])[C@@H:15]([OH:16])[CH2:14]1. (10) Given the reactants [N:1]1([C:6]2[N:11]=[C:10]([NH:12][CH2:13][CH2:14][NH2:15])[CH:9]=[C:8]([N:16]3[CH2:20][CH2:19][CH2:18][CH2:17]3)[N:7]=2)[CH2:5][CH2:4][CH2:3][CH2:2]1.[CH3:21][O:22][C:23]1[C:24](=O)[C:25](=[O:29])[C:26]=1[O:27]C, predict the reaction product. The product is: [N:1]1([C:6]2[N:11]=[C:10]([NH:12][CH2:13][CH2:14][NH:15][C:24]3[C:25](=[O:29])[C:26](=[O:27])[C:23]=3[O:22][CH3:21])[CH:9]=[C:8]([N:16]3[CH2:17][CH2:18][CH2:19][CH2:20]3)[N:7]=2)[CH2:5][CH2:4][CH2:3][CH2:2]1.